This data is from NCI-60 drug combinations with 297,098 pairs across 59 cell lines. The task is: Regression. Given two drug SMILES strings and cell line genomic features, predict the synergy score measuring deviation from expected non-interaction effect. (1) Drug 1: C1=CN(C(=O)N=C1N)C2C(C(C(O2)CO)O)O.Cl. Drug 2: CCC(=C(C1=CC=CC=C1)C2=CC=C(C=C2)OCCN(C)C)C3=CC=CC=C3.C(C(=O)O)C(CC(=O)O)(C(=O)O)O. Cell line: MCF7. Synergy scores: CSS=22.4, Synergy_ZIP=-6.66, Synergy_Bliss=1.19, Synergy_Loewe=1.04, Synergy_HSA=4.30. (2) Drug 1: C1=NC2=C(N1)C(=S)N=C(N2)N. Drug 2: C1CN1P(=S)(N2CC2)N3CC3. Cell line: OVCAR3. Synergy scores: CSS=30.6, Synergy_ZIP=-4.75, Synergy_Bliss=-4.78, Synergy_Loewe=-22.6, Synergy_HSA=-4.11. (3) Drug 1: C1=NNC2=C1C(=O)NC=N2. Drug 2: CN(C(=O)NC(C=O)C(C(C(CO)O)O)O)N=O. Cell line: HCC-2998. Synergy scores: CSS=-2.46, Synergy_ZIP=0.144, Synergy_Bliss=-3.37, Synergy_Loewe=-8.72, Synergy_HSA=-6.40.